This data is from Forward reaction prediction with 1.9M reactions from USPTO patents (1976-2016). The task is: Predict the product of the given reaction. Given the reactants I[CH2:2][CH3:3].[Br:4][C:5]1[C:6]([C:14]2[CH:19]=[CH:18][C:17]([F:20])=[CH:16][CH:15]=2)=[N:7][C:8]([OH:13])=[C:9]([CH:12]=1)[C:10]#[N:11].C(=O)([O-])[O-].[K+].[K+].CN(C=O)C, predict the reaction product. The product is: [Br:4][C:5]1[C:6]([C:14]2[CH:19]=[CH:18][C:17]([F:20])=[CH:16][CH:15]=2)=[N:7][C:8]([O:13][CH2:2][CH3:3])=[C:9]([CH:12]=1)[C:10]#[N:11].